Dataset: Forward reaction prediction with 1.9M reactions from USPTO patents (1976-2016). Task: Predict the product of the given reaction. (1) Given the reactants [H-].[Na+].[NH2:3][C:4]1[N:9]=[C:8](S(C)(=O)=O)[C:7]([C:14]2[CH:15]=[CH:16][C:17](=[O:23])[N:18]([CH:20]([CH3:22])[CH3:21])[N:19]=2)=[C:6]([C:24]2[CH:29]=[CH:28][CH:27]=[CH:26][CH:25]=2)[N:5]=1, predict the reaction product. The product is: [NH2:3][C:4]1[N:5]=[C:6]([C:24]2[CH:29]=[CH:28][CH:27]=[CH:26][CH:25]=2)[C:7]([C:14]2[CH:15]=[CH:16][C:17](=[O:23])[N:18]([CH:20]([CH3:22])[CH3:21])[N:19]=2)=[C:8]([O:23][CH2:17][CH2:16][CH3:15])[N:9]=1. (2) Given the reactants Cl.C(N=C=NCCCN(C)C)C.Cl.[O:14]=[C:15]1[CH:20]=[C:19]([C:21]2[C:30]3[C:25](=[CH:26][C:27]([O:36][CH3:37])=[C:28]4[O:33][C:32]([CH3:35])([CH3:34])[CH2:31][C:29]4=3)[CH2:24][C:23]([CH3:39])([CH3:38])[N:22]=2)[CH:18]=[CH:17][N:16]1[CH2:40][C:41](O)=[O:42].[NH2:44][C:45]1[CH:46]=[N:47][CH:48]=[CH:49][CH:50]=1.O.ON1C2C=CC=CC=2N=N1, predict the reaction product. The product is: [O:14]=[C:15]1[CH:20]=[C:19]([C:21]2[C:30]3[C:25](=[CH:26][C:27]([O:36][CH3:37])=[C:28]4[O:33][C:32]([CH3:34])([CH3:35])[CH2:31][C:29]4=3)[CH2:24][C:23]([CH3:39])([CH3:38])[N:22]=2)[CH:18]=[CH:17][N:16]1[CH2:40][C:41]([NH:44][C:45]1[CH:46]=[N:47][CH:48]=[CH:49][CH:50]=1)=[O:42]. (3) The product is: [CH2:33]([O:32][C:30]([N:21]([CH2:22][CH2:23][C:24]1[CH:29]=[CH:28][CH:27]=[CH:26][CH:25]=1)[CH2:20][CH2:19][CH2:18][S:17][C:9]1[N:8]([CH2:7][C:6]([OH:37])=[O:5])[C:12]2[CH:13]=[CH:14][CH:15]=[CH:16][C:11]=2[N:10]=1)=[O:31])[CH2:34][CH2:35][CH3:36]. Given the reactants C([O:5][C:6](=[O:37])[CH2:7][N:8]1[C:12]2[CH:13]=[CH:14][CH:15]=[CH:16][C:11]=2[N:10]=[C:9]1[S:17][CH2:18][CH2:19][CH2:20][N:21]([C:30]([O:32][CH2:33][CH2:34][CH2:35][CH3:36])=[O:31])[CH2:22][CH2:23][C:24]1[CH:29]=[CH:28][CH:27]=[CH:26][CH:25]=1)(C)(C)C, predict the reaction product. (4) Given the reactants [NH2:1][C:2]1[CH:3]=[CH:4][C:5]([CH3:21])=[C:6]([C:8]2[C:9](=[O:20])[N:10]([CH3:19])[C:11]3[C:16]([CH:17]=2)=[CH:15][N:14]=[C:13]([CH3:18])[CH:12]=3)[CH:7]=1.[CH:22]1[N:26]=[CH:25][N:24]([C:27](N2C=NC=C2)=[O:28])[CH:23]=1, predict the reaction product. The product is: [CH3:19][N:10]1[C:11]2[C:16](=[CH:15][N:14]=[C:13]([CH3:18])[CH:12]=2)[CH:17]=[C:8]([C:6]2[CH:7]=[C:2]([NH:1][C:27]([N:24]3[CH:23]=[CH:22][N:26]=[CH:25]3)=[O:28])[CH:3]=[CH:4][C:5]=2[CH3:21])[C:9]1=[O:20]. (5) Given the reactants [NH:1]1[CH2:6][CH2:5][CH2:4][CH2:3][CH2:2]1.[Cl:7][C:8]1[CH:15]=[CH:14][CH:13]=[CH:12][C:9]=1[CH:10]=O.C(Cl)(=O)C, predict the reaction product. The product is: [Cl-:7].[Cl:7][C:8]1[CH:15]=[CH:14][CH:13]=[CH:12][C:9]=1[CH:10]=[N+:1]1[CH2:6][CH2:5][CH2:4][CH2:3][CH2:2]1. (6) Given the reactants [CH3:1][CH:2]([CH:9]1[C:25]2([CH3:26])[CH:12]([CH:13]3[CH:22]([CH2:23][CH2:24]2)[C:21]2([CH3:27])[C:16]([CH2:17][CH:18]([O:28][C:29](=[O:44])[NH:30][CH2:31][CH2:32][CH2:33][CH2:34][CH2:35][C:36](=[O:43])[NH:37][CH:38]([CH2:41][OH:42])[CH2:39][OH:40])[CH2:19][CH2:20]2)=[CH:15][CH2:14]3)[CH2:11][CH2:10]1)[CH2:3][CH2:4][CH2:5][CH:6]([CH3:8])[CH3:7].CN([C:48]1[CH:53]=[CH:52][CH:51]=[CH:50]N=1)C.[C:54](Cl)(C1C=CC=CC=1)([C:63]1[CH:70]=[CH:69][C:66]([O:67][CH3:68])=[CH:65][CH:64]=1)[C:55]1[CH:62]=[CH:61][C:58]([O:59][CH3:60])=[CH:57][CH:56]=1.N1C=CC=C[CH:79]=1, predict the reaction product. The product is: [CH3:1][CH:2]([CH:9]1[C:25]2([CH3:26])[CH:12]([CH:13]3[CH:22]([CH2:23][CH2:24]2)[C:21]2([CH3:27])[C:16]([CH2:17][CH:18]([O:28][C:29](=[O:44])[NH:30][CH2:31][CH2:32][CH2:33][CH2:34][CH2:35][C:36](=[O:43])[NH:37][CH:38]([CH:39]([C:50]4[CH:79]=[CH:48][CH:53]=[CH:52][CH:51]=4)[O:40][CH:54]([C:55]4[CH:62]=[CH:61][C:58]([O:59][CH3:60])=[CH:57][CH:56]=4)[C:63]4[CH:64]=[CH:65][C:66]([O:67][CH3:68])=[CH:69][CH:70]=4)[CH2:41][OH:42])[CH2:19][CH2:20]2)=[CH:15][CH2:14]3)[CH2:11][CH2:10]1)[CH2:3][CH2:4][CH2:5][CH:6]([CH3:7])[CH3:8]. (7) Given the reactants [F:1][C:2]([F:18])([F:17])[C:3]([C:5]1[C:13]2[C:8](=[CH:9][CH:10]=[CH:11][CH:12]=2)[N:7]([CH2:14][C:15]#[CH:16])[CH:6]=1)=[O:4].[CH:19]1[C:24]([I:25])=[CH:23][CH:22]=[C:21](I)[CH:20]=1, predict the reaction product. The product is: [F:18][C:2]([F:1])([F:17])[C:3]([C:5]1[C:13]2[C:8](=[CH:9][CH:10]=[CH:11][CH:12]=2)[N:7]([CH2:14][C:15]#[C:16][C:21]2[CH:20]=[CH:19][C:24]([I:25])=[CH:23][CH:22]=2)[CH:6]=1)=[O:4]. (8) The product is: [CH2:1]([C:5]1([CH2:28][CH2:29][CH2:30][CH3:31])[NH:11][CH:10]([C:12]2[CH:13]=[CH:14][C:15]([O:18][CH2:46][C:43]3[CH:44]=[CH:45][C:40]([CH2:39][Cl:38])=[CH:41][CH:42]=3)=[CH:16][CH:17]=2)[C:9]2[CH:19]=[C:20]([N:23]([CH3:25])[CH3:24])[CH:21]=[CH:22][C:8]=2[S:7](=[O:26])(=[O:27])[CH2:6]1)[CH2:2][CH2:3][CH3:4]. Given the reactants [CH2:1]([C:5]1([CH2:28][CH2:29][CH2:30][CH3:31])[NH:11][CH:10]([C:12]2[CH:17]=[CH:16][C:15]([OH:18])=[CH:14][CH:13]=2)[C:9]2[CH:19]=[C:20]([N:23]([CH3:25])[CH3:24])[CH:21]=[CH:22][C:8]=2[S:7](=[O:27])(=[O:26])[CH2:6]1)[CH2:2][CH2:3][CH3:4].C([O-])([O-])=O.[K+].[K+].[Cl:38][CH2:39][C:40]1[CH:45]=[CH:44][C:43]([CH2:46]Cl)=[CH:42][CH:41]=1, predict the reaction product.